Dataset: Reaction yield outcomes from USPTO patents with 853,638 reactions. Task: Predict the reaction yield, written as a fraction of the theoretical maximum amount of product (1.0 means a 100% yield; for example, 0.34 means a 34% yield). (1) The reactants are [CH3:1][O:2][C:3]1[CH:4]=[C:5]([CH:7]=[CH:8][C:9]=1[O:10][CH3:11])[NH2:6].[CH2:12]([O:14][C:15](=[O:23])[C:16](=[CH:19]OCC)[C:17]#[N:18])[CH3:13]. The catalyst is C1(C)C=CC=CC=1. The product is [CH2:12]([O:14][C:15](=[O:23])[C:16]([C:17]#[N:18])=[CH:19][NH:6][C:5]1[CH:7]=[CH:8][C:9]([O:10][CH3:11])=[C:3]([O:2][CH3:1])[CH:4]=1)[CH3:13]. The yield is 0.720. (2) The reactants are [OH:1][C:2]1[CH:7]=[CH:6][CH:5]=[CH:4][C:3]=1[S:8][CH3:9].F[C:11]1[CH:16]=[CH:15][CH:14]=[CH:13][C:12]=1[N+:17]([O-:19])=[O:18].[CH3:20][S:21][C:22]1[CH:35]=[CH:34][CH:33]=[CH:32][C:23]=1[O:24][C:25]1[CH:31]=[CH:30][CH:29]=[CH:28][C:26]=1[NH2:27].[NH2:36][C:37]1[S:38][CH:39]=[CH:40][N:41]=1. No catalyst specified. The product is [CH3:9][S:8][C:3]1[CH:4]=[CH:5][CH:6]=[CH:7][C:2]=1[O:1][C:11]1[CH:16]=[CH:15][CH:14]=[CH:13][C:12]=1[N+:17]([O-:19])=[O:18].[CH3:20][S:21][C:22]1[CH:35]=[CH:34][CH:33]=[CH:32][C:23]=1[O:24][C:25]1[CH:31]=[CH:30][CH:29]=[CH:28][C:26]=1[NH:27][C:2]([NH:36][C:37]1[S:38][CH:39]=[CH:40][N:41]=1)=[O:1]. The yield is 0.680. (3) The reactants are CCOC(/N=N/C(OCC)=O)=O.C1(C)C=CC=CC=1.[I:20][C:21]1[CH:26]=[CH:25][C:24]([OH:27])=[CH:23][CH:22]=1.[O:28]1[CH2:33][CH2:32][N:31]([CH2:34][CH2:35]O)[CH2:30][CH2:29]1.C1(P(C2C=CC=CC=2)C2C=CC=CC=2)C=CC=CC=1. The catalyst is C1COCC1. The product is [I:20][C:21]1[CH:26]=[CH:25][C:24]([O:27][CH2:35][CH2:34][N:31]2[CH2:32][CH2:33][O:28][CH2:29][CH2:30]2)=[CH:23][CH:22]=1. The yield is 0.930. (4) The reactants are C([NH:8][C:9]1[C:10]([CH3:30])=[C:11]([CH3:29])[C:12]2[O:16][C@@H:15]([CH3:17])[C@@H:14]([C:18]3[CH:23]=[CH:22][C:21]([CH:24]([CH3:26])[CH3:25])=[CH:20][CH:19]=3)[C:13]=2[C:27]=1[CH3:28])C1C=CC=CC=1. The catalyst is CCCCCC. The product is [CH:24]([C:21]1[CH:22]=[CH:23][C:18]([C@H:14]2[C:13]3[C:27]([CH3:28])=[C:9]([NH2:8])[C:10]([CH3:30])=[C:11]([CH3:29])[C:12]=3[O:16][C@H:15]2[CH3:17])=[CH:19][CH:20]=1)([CH3:26])[CH3:25]. The yield is 0.830. (5) The product is [CH3:1][C:2]1[N:29]=[C:5]2[N:6]([CH3:32])[C:7](=[O:28])[C:8]([CH2:13][C:14]3[CH:19]=[CH:18][C:17]([C:20]4[C:21]([C:26]#[N:27])=[CH:22][CH:23]=[CH:24][CH:25]=4)=[CH:16][CH:15]=3)=[C:9]([CH2:10][CH2:11][CH3:12])[N:4]2[N:3]=1. The catalyst is C(OCC)(=O)C. The reactants are [CH3:1][C:2]1[N:29]=[C:5]2[NH:6][C:7](=[O:28])[C:8]([CH2:13][C:14]3[CH:19]=[CH:18][C:17]([C:20]4[C:21]([C:26]#[N:27])=[CH:22][CH:23]=[CH:24][CH:25]=4)=[CH:16][CH:15]=3)=[C:9]([CH2:10][CH2:11][CH3:12])[N:4]2[N:3]=1.CI.[C:32](=O)([O-])[O-].[K+].[K+].CN(C)C=O. The yield is 0.670. (6) The reactants are [F:1][C:2]1[CH:15]=[CH:14][C:5]([CH2:6][CH:7]2[CH2:13][NH:12][CH2:11][CH2:10][CH2:9][O:8]2)=[CH:4][CH:3]=1.C(N(CC)CC)C.Br[CH2:24][CH2:25][C:26]([OH:28])=[O:27]. The catalyst is C1COCC1. The product is [F:1][C:2]1[CH:3]=[CH:4][C:5]([CH2:6][CH:7]2[CH2:13][N:12]([CH2:24][CH2:25][C:26]([OH:28])=[O:27])[CH2:11][CH2:10][CH2:9][O:8]2)=[CH:14][CH:15]=1. The yield is 0.330. (7) The reactants are [N:1]([CH:4]([C:6]1[N:7]=[C:8]2[S:16][CH:15]=[C:14]([CH3:17])[N:9]2[C:10](=[O:13])[C:11]=1Br)[CH3:5])=[N+:2]=[N-:3].[F:18][C:19]1[CH:20]=[C:21](B(O)O)[CH:22]=[CH:23][CH:24]=1.C(=O)([O-])[O-].[Na+].[Na+]. The catalyst is O1CCOCC1.O.CCOC(C)=O.C1C=CC([P]([Pd]([P](C2C=CC=CC=2)(C2C=CC=CC=2)C2C=CC=CC=2)([P](C2C=CC=CC=2)(C2C=CC=CC=2)C2C=CC=CC=2)[P](C2C=CC=CC=2)(C2C=CC=CC=2)C2C=CC=CC=2)(C2C=CC=CC=2)C2C=CC=CC=2)=CC=1. The product is [N:1]([CH:4]([C:6]1[N:7]=[C:8]2[S:16][CH:15]=[C:14]([CH3:17])[N:9]2[C:10](=[O:13])[C:11]=1[C:23]1[CH:22]=[CH:21][CH:20]=[C:19]([F:18])[CH:24]=1)[CH3:5])=[N+:2]=[N-:3]. The yield is 0.334.